Dataset: Full USPTO retrosynthesis dataset with 1.9M reactions from patents (1976-2016). Task: Predict the reactants needed to synthesize the given product. The reactants are: [CH:1]1(C(O)=O)[CH2:5][CH:4]=[CH:3][CH2:2]1.C1C=CC(P(N=[N+]=[N-])(C2C=CC=CC=2)=[O:16])=CC=1.CC[N:28]([CH2:31]C)CC.[CH2:33]([OH:40])[C:34]1[CH:39]=[CH:38][CH:37]=[CH:36][CH:35]=1. Given the product [CH2:33]([O:40][C:31](=[O:16])[NH:28][CH:1]1[CH2:2][CH:3]=[CH:4][CH2:5]1)[C:34]1[CH:39]=[CH:38][CH:37]=[CH:36][CH:35]=1, predict the reactants needed to synthesize it.